This data is from Reaction yield outcomes from USPTO patents with 853,638 reactions. The task is: Predict the reaction yield, written as a fraction of the theoretical maximum amount of product (1.0 means a 100% yield; for example, 0.34 means a 34% yield). The reactants are [CH3:1][O:2][C:3]1[C:59]([O:60][CH2:61][CH2:62][CH2:63][O:64][C:65]2[C:66]([O:92][CH3:93])=[CH:67][C:68]3[C:74](=[O:75])[N:73]4[CH:76]=[C:77](/[CH:79]=[CH:80]/[CH3:81])[CH2:78][C@H:72]4[C:71](=O)[N:70](COCC[Si](C)(C)C)[C:69]=3[CH:91]=2)=[CH:58][C:6]2[N:7](COCC[Si](C)(C)C)[C:8](=O)[C@@H:9]3[CH2:15][C:14](/[CH:16]=[CH:17]/[CH2:18][NH:19][C:20](=[O:48])[C@@H:21]([NH:23][C:24](=[O:47])[C@@H:25]([NH:29][C:30](=[O:46])[O:31][CH2:32][CH:33]4[C:45]5[CH:44]=[CH:43][CH:42]=[CH:41][C:40]=5[C:39]5[C:34]4=[CH:35][CH:36]=[CH:37][CH:38]=5)[CH:26]([CH3:28])[CH3:27])[CH3:22])=[CH:13][N:10]3[C:11](=[O:12])[C:5]=2[CH:4]=1.[Li+].[B-](CC)(CC)CC. The catalyst is C1COCC1.O.CO. The product is [CH3:1][O:2][C:3]1[C:59]([O:60][CH2:61][CH2:62][CH2:63][O:64][C:65]2[C:66]([O:92][CH3:93])=[CH:67][C:68]3[C:74](=[O:75])[N:73]4[CH:76]=[C:77](/[CH:79]=[CH:80]/[CH3:81])[CH2:78][C@H:72]4[CH:71]=[N:70][C:69]=3[CH:91]=2)=[CH:58][C:6]2[N:7]=[CH:8][C@@H:9]3[CH2:15][C:14](/[CH:16]=[CH:17]/[CH2:18][NH:19][C:20](=[O:48])[C@@H:21]([NH:23][C:24](=[O:47])[C@@H:25]([NH:29][C:30](=[O:46])[O:31][CH2:32][CH:33]4[C:45]5[CH:44]=[CH:43][CH:42]=[CH:41][C:40]=5[C:39]5[C:34]4=[CH:35][CH:36]=[CH:37][CH:38]=5)[CH:26]([CH3:28])[CH3:27])[CH3:22])=[CH:13][N:10]3[C:11](=[O:12])[C:5]=2[CH:4]=1. The yield is 0.360.